Dataset: Forward reaction prediction with 1.9M reactions from USPTO patents (1976-2016). Task: Predict the product of the given reaction. (1) Given the reactants C(O)(C(F)(F)F)=O.C(OC([N:15]1[CH2:19][CH2:18][CH2:17][C@H:16]1[C:20]1[NH:21][C:22]([C:25]2[S:29][C:28]([C:30]3[S:31][C:32]([C:35]4[N:36]=[C:37]([C@@H:40]5[CH2:44][CH2:43][CH2:42][N:41]5C(OC(C)(C)C)=O)[NH:38][CH:39]=4)=[CH:33][N:34]=3)=[N:27][CH:26]=2)=[CH:23][N:24]=1)=O)(C)(C)C, predict the reaction product. The product is: [NH:41]1[CH2:42][CH2:43][CH2:44][C@H:40]1[C:37]1[NH:38][CH:39]=[C:35]([C:32]2[S:31][C:30]([C:28]3[S:29][C:25]([C:22]4[N:21]=[C:20]([C@@H:16]5[CH2:17][CH2:18][CH2:19][NH:15]5)[NH:24][CH:23]=4)=[CH:26][N:27]=3)=[N:34][CH:33]=2)[N:36]=1. (2) Given the reactants [I-].[C:2]([O:6][C:7]([N:9]1[CH2:14][CH2:13][CH:12]([CH2:15][P+](C2C=CC=CC=2)(C2C=CC=CC=2)C2C=CC=CC=2)[CH2:11][CH2:10]1)=[O:8])([CH3:5])([CH3:4])[CH3:3].C([Li])CCC.[CH2:40]([N:47]1[CH:51]=[C:50]([CH2:52][CH2:53][CH2:54][CH:55]=O)[N:49]=[N:48]1)[C:41]1[CH:46]=[CH:45][CH:44]=[CH:43][CH:42]=1, predict the reaction product. The product is: [CH2:40]([N:47]1[CH:51]=[C:50]([CH2:52][CH2:53][CH2:54]/[CH:55]=[CH:15]/[CH:12]2[CH2:11][CH2:10][N:9]([C:7]([O:6][C:2]([CH3:3])([CH3:4])[CH3:5])=[O:8])[CH2:14][CH2:13]2)[N:49]=[N:48]1)[C:41]1[CH:42]=[CH:43][CH:44]=[CH:45][CH:46]=1. (3) Given the reactants [CH3:1][N:2]1[CH:7]=[C:6](B2OC(C)(C)C(C)(C)O2)[CH:5]=[C:4]([NH:17][C:18]2[CH:23]=[CH:22][N:21]=[C:20]([CH3:24])[N:19]=2)[C:3]1=[O:25].Cl[C:27]1[CH:32]=[CH:31][N:30]=[C:29]([N:33]2[CH2:44][CH2:43][N:42]3[C:35](=[CH:36][C:37]4[CH2:38][C:39]([CH3:46])([CH3:45])[CH2:40][C:41]=43)[C:34]2=[O:47])[C:28]=1[CH:48]=[O:49].[O-]P([O-])([O-])=O.[K+].[K+].[K+].C([O-])(=O)C.[Na+], predict the reaction product. The product is: [CH3:1][N:2]1[C:3](=[O:25])[C:4]([NH:17][C:18]2[CH:23]=[CH:22][N:21]=[C:20]([CH3:24])[N:19]=2)=[CH:5][C:6]([C:27]2[C:28]([CH:48]=[O:49])=[C:29]([N:33]3[CH2:44][CH2:43][N:42]4[C:35](=[CH:36][C:37]5[CH2:38][C:39]([CH3:45])([CH3:46])[CH2:40][C:41]=54)[C:34]3=[O:47])[N:30]=[CH:31][CH:32]=2)=[CH:7]1. (4) Given the reactants [NH:1]1[C:9]2[C:4](=[CH:5][CH:6]=[CH:7][CH:8]=2)[CH:3]=[CH:2]1.[H-].[Na+].[CH:12](I)([CH3:14])[CH3:13].O, predict the reaction product. The product is: [CH:12]([N:1]1[C:9]2[C:4](=[CH:5][CH:6]=[CH:7][CH:8]=2)[CH:3]=[CH:2]1)([CH3:14])[CH3:13]. (5) Given the reactants [CH2:1]1[O:9][C:8]2[CH:7]=[CH:6][C:5]([CH:10]3[C:14]4[NH:15][C:16]5[CH:17]=[CH:18][CH:19]=[CH:20][C:21]=5[C:22](=[O:23])[C:13]=4[CH2:12][N:11]3[C:24]([C:26]3[O:27][C:28]([C:31]4[CH:36]=[CH:35][C:34]([N+:37]([O-])=O)=[CH:33][CH:32]=4)=[CH:29][CH:30]=3)=[O:25])=[CH:4][C:3]=2[O:2]1, predict the reaction product. The product is: [CH2:1]1[O:9][C:8]2[CH:7]=[CH:6][C:5]([CH:10]3[C:14]4[NH:15][C:16]5[CH:17]=[CH:18][CH:19]=[CH:20][C:21]=5[C:22](=[O:23])[C:13]=4[CH2:12][N:11]3[C:24]([C:26]3[O:27][C:28]([C:31]4[CH:32]=[CH:33][C:34]([NH2:37])=[CH:35][CH:36]=4)=[CH:29][CH:30]=3)=[O:25])=[CH:4][C:3]=2[O:2]1. (6) Given the reactants [CH3:1]I.[Cl:3][C:4]1[CH:5]=[CH:6][C:7]([C:11]([O:13][CH2:14][CH3:15])=[O:12])=[N:8][C:9]=1[OH:10], predict the reaction product. The product is: [Cl:3][C:4]1[CH:5]=[CH:6][C:7]([C:11]([O:13][CH2:14][CH3:15])=[O:12])=[N:8][C:9]=1[O:10][CH3:1]. (7) Given the reactants [CH3:1][O:2][C@@H:3]1[C:11]2[C:6](=[CH:7][CH:8]=[CH:9][CH:10]=2)[CH2:5][C@H:4]1[N:12]1C(=O)C2=CC=CC=C2C1=O.O.NN, predict the reaction product. The product is: [NH2:12][C@@H:4]1[CH2:5][C:6]2[C:11](=[CH:10][CH:9]=[CH:8][CH:7]=2)[C@H:3]1[O:2][CH3:1].